From a dataset of NCI-60 drug combinations with 297,098 pairs across 59 cell lines. Regression. Given two drug SMILES strings and cell line genomic features, predict the synergy score measuring deviation from expected non-interaction effect. (1) Synergy scores: CSS=1.41, Synergy_ZIP=-3.28, Synergy_Bliss=-3.61, Synergy_Loewe=-3.65, Synergy_HSA=-2.99. Drug 2: C1C(C(OC1N2C=NC3=C(N=C(N=C32)Cl)N)CO)O. Drug 1: CN1CCC(CC1)COC2=C(C=C3C(=C2)N=CN=C3NC4=C(C=C(C=C4)Br)F)OC. Cell line: 786-0. (2) Drug 1: CS(=O)(=O)C1=CC(=C(C=C1)C(=O)NC2=CC(=C(C=C2)Cl)C3=CC=CC=N3)Cl. Drug 2: CC(C)CN1C=NC2=C1C3=CC=CC=C3N=C2N. Cell line: SK-MEL-5. Synergy scores: CSS=-1.42, Synergy_ZIP=3.08, Synergy_Bliss=0.751, Synergy_Loewe=-4.18, Synergy_HSA=-3.72. (3) Drug 1: C1CCC(C1)C(CC#N)N2C=C(C=N2)C3=C4C=CNC4=NC=N3. Drug 2: C1CN(P(=O)(OC1)NCCCl)CCCl. Cell line: K-562. Synergy scores: CSS=9.38, Synergy_ZIP=2.44, Synergy_Bliss=5.51, Synergy_Loewe=-1.90, Synergy_HSA=1.11. (4) Drug 1: CC1C(C(CC(O1)OC2CC(CC3=C2C(=C4C(=C3O)C(=O)C5=C(C4=O)C(=CC=C5)OC)O)(C(=O)C)O)N)O.Cl. Drug 2: CC1=C(C=C(C=C1)NC(=O)C2=CC=C(C=C2)CN3CCN(CC3)C)NC4=NC=CC(=N4)C5=CN=CC=C5. Cell line: OVCAR-5. Synergy scores: CSS=26.1, Synergy_ZIP=6.44, Synergy_Bliss=11.7, Synergy_Loewe=4.67, Synergy_HSA=9.14. (5) Drug 1: C1=NC2=C(N=C(N=C2N1C3C(C(C(O3)CO)O)O)F)N. Drug 2: COC1=C2C(=CC3=C1OC=C3)C=CC(=O)O2. Cell line: BT-549. Synergy scores: CSS=3.35, Synergy_ZIP=-1.05, Synergy_Bliss=-1.97, Synergy_Loewe=-1.99, Synergy_HSA=-2.12. (6) Drug 1: C1=CC(=CC=C1CCCC(=O)O)N(CCCl)CCCl. Drug 2: CC12CCC3C(C1CCC2OP(=O)(O)O)CCC4=C3C=CC(=C4)OC(=O)N(CCCl)CCCl.[Na+]. Cell line: IGROV1. Synergy scores: CSS=24.6, Synergy_ZIP=-11.3, Synergy_Bliss=-10.9, Synergy_Loewe=-13.2, Synergy_HSA=-8.66. (7) Drug 1: CCC(=C(C1=CC=CC=C1)C2=CC=C(C=C2)OCCN(C)C)C3=CC=CC=C3.C(C(=O)O)C(CC(=O)O)(C(=O)O)O. Drug 2: CC12CCC3C(C1CCC2OP(=O)(O)O)CCC4=C3C=CC(=C4)OC(=O)N(CCCl)CCCl.[Na+]. Cell line: HS 578T. Synergy scores: CSS=0.618, Synergy_ZIP=0.973, Synergy_Bliss=6.25, Synergy_Loewe=-1.81, Synergy_HSA=-1.71. (8) Drug 1: CC1=CC2C(CCC3(C2CCC3(C(=O)C)OC(=O)C)C)C4(C1=CC(=O)CC4)C. Drug 2: CCC1=C2CN3C(=CC4=C(C3=O)COC(=O)C4(CC)O)C2=NC5=C1C=C(C=C5)O. Cell line: T-47D. Synergy scores: CSS=24.9, Synergy_ZIP=-4.93, Synergy_Bliss=-6.16, Synergy_Loewe=-10.3, Synergy_HSA=-3.40. (9) Drug 1: C1=NC2=C(N=C(N=C2N1C3C(C(C(O3)CO)O)O)F)N. Drug 2: C1=NNC2=C1C(=O)NC=N2. Cell line: MDA-MB-231. Synergy scores: CSS=1.18, Synergy_ZIP=-2.03, Synergy_Bliss=3.51, Synergy_Loewe=-3.07, Synergy_HSA=0.815.